This data is from Reaction yield outcomes from USPTO patents with 853,638 reactions. The task is: Predict the reaction yield, written as a fraction of the theoretical maximum amount of product (1.0 means a 100% yield; for example, 0.34 means a 34% yield). (1) The reactants are [C:1]([NH:9][C:10]1[N:18]=[CH:17][N:16]=[C:15]2[C:11]=1[N:12]=[CH:13][N:14]2[CH:19]1[O:23][CH:22]([CH:24]=[CH:25][P:26]([O:30]C)([O:28]C)=[O:27])[CH:21]([O:32]C(=O)C2C=CC=CC=2)[CH:20]1[F:41])(=[O:8])[C:2]1[CH:7]=[CH:6][CH:5]=[CH:4][CH:3]=1.[N:42]1C(C)=CC=CC=1C.C[Si](Br)(C)C.C(N(CC)CC)C. The catalyst is CC#N.CO. The product is [NH4+:9].[NH4+:42].[C:1]([NH:9][C:10]1[N:18]=[CH:17][N:16]=[C:15]2[C:11]=1[N:12]=[CH:13][N:14]2[CH:19]1[O:23][CH:22]([CH:24]=[CH:25][P:26](=[O:27])([O-:28])[O-:30])[CH:21]([OH:32])[CH:20]1[F:41])(=[O:8])[C:2]1[CH:7]=[CH:6][CH:5]=[CH:4][CH:3]=1. The yield is 0.480. (2) The reactants are [NH2:1][C:2]1[CH:9]=[CH:8][C:7]([Br:10])=[CH:6][C:3]=1[CH:4]=O.[NH2:11][C:12](N)=[O:13]. No catalyst specified. The product is [Br:10][C:7]1[CH:6]=[C:3]2[C:2](=[CH:9][CH:8]=1)[N:1]=[C:12]([OH:13])[N:11]=[CH:4]2. The yield is 0.890. (3) The product is [ClH:1].[ClH:24].[F:12][C:9]1[CH:10]=[C:11]2[C:6](=[CH:7][C:8]=1[F:13])[NH:5][C:4]1[N:14]([C:18]3[CH:19]=[N:20][CH:21]=[CH:22][CH:23]=3)[N:15]=[C:16]([CH3:17])[C:3]=1[C:2]2=[O:27]. The yield is 0.330. The reactants are [Cl:1][C:2]1[C:11]2[C:6](=[CH:7][C:8]([F:13])=[C:9]([F:12])[CH:10]=2)[N:5]=[C:4]2[N:14]([C:18]3[CH:19]=[N:20][CH:21]=[CH:22][CH:23]=3)[N:15]=[C:16]([CH3:17])[C:3]=12.[ClH:24].C([OH:27])C. No catalyst specified. (4) The reactants are [Br:1][C:2]1[CH:3]=[C:4]2[C:15](=[CH:16][CH:17]=1)[O:14][C:7]1[C:8]([F:13])=[N:9][C:10]([Cl:12])=[CH:11][C:6]=1[C:5]2([CH2:25][C:26](OC(C)(C)C)=[O:27])[NH:18][S:19]([C:21]([CH3:24])([CH3:23])[CH3:22])=[O:20].[H-].C([Al+]CC(C)C)C(C)C. The catalyst is C1COCC1. The product is [Br:1][C:2]1[CH:3]=[C:4]2[C:15](=[CH:16][CH:17]=1)[O:14][C:7]1[C:8]([F:13])=[N:9][C:10]([Cl:12])=[CH:11][C:6]=1[C:5]2([NH:18][S:19]([C:21]([CH3:24])([CH3:23])[CH3:22])=[O:20])[CH2:25][CH2:26][OH:27]. The yield is 0.890. (5) The yield is 0.870. The catalyst is C(O)C.[Pd]. The reactants are [CH2:1]([O:3][C:4]([CH:6]=[CH:7][C:8]1[CH:13]=[CH:12][C:11]([CH:14]2[CH2:19][CH2:18][N:17]([C:20]([O:22][C:23]([CH3:26])([CH3:25])[CH3:24])=[O:21])[CH2:16][CH:15]2[OH:27])=[CH:10][CH:9]=1)=[O:5])[CH3:2]. The product is [CH2:1]([O:3][C:4]([CH2:6][CH2:7][C:8]1[CH:9]=[CH:10][C:11]([CH:14]2[CH2:19][CH2:18][N:17]([C:20]([O:22][C:23]([CH3:26])([CH3:25])[CH3:24])=[O:21])[CH2:16][CH:15]2[OH:27])=[CH:12][CH:13]=1)=[O:5])[CH3:2]. (6) The reactants are [C:1](=[O:8])([O:5][CH2:6][CH3:7])OCC.[H-].[Na+].[CH3:11][N:12]1[CH2:17][CH2:16][N:15]([S:18]([C:21]2[CH:22]=[C:23]([C:27](=[O:29])[CH3:28])[CH:24]=[CH:25][CH:26]=2)(=[O:20])=[O:19])[CH2:14][CH2:13]1.C(O)(=O)C. The catalyst is O1CCCC1. The product is [CH2:6]([O:5][C:1](=[O:8])[CH2:28][C:27]([C:23]1[CH:24]=[CH:25][CH:26]=[C:21]([S:18]([N:15]2[CH2:16][CH2:17][N:12]([CH3:11])[CH2:13][CH2:14]2)(=[O:19])=[O:20])[CH:22]=1)=[O:29])[CH3:7]. The yield is 0.440. (7) The reactants are [Cl:1][C:2]1[N:3]=[C:4]([N:13]2[CH2:18][CH2:17][O:16][CH2:15][CH2:14]2)[C:5]2[S:10][C:9]([CH:11]=O)=[CH:8][C:6]=2[N:7]=1.[CH3:19][N:20]([CH3:27])[CH:21]1[CH2:26][CH2:25][NH:24][CH2:23][CH2:22]1. No catalyst specified. The product is [Cl:1][C:2]1[N:3]=[C:4]([N:13]2[CH2:18][CH2:17][O:16][CH2:15][CH2:14]2)[C:5]2[S:10][C:9]([CH2:11][N:24]3[CH2:25][CH2:26][CH:21]([N:20]([CH3:27])[CH3:19])[CH2:22][CH2:23]3)=[CH:8][C:6]=2[N:7]=1. The yield is 0.200.